From a dataset of Full USPTO retrosynthesis dataset with 1.9M reactions from patents (1976-2016). Predict the reactants needed to synthesize the given product. (1) The reactants are: C[O:2][C:3]([C:5]1[CH:10]=[CH:9][C:8]([C:11]2[CH:12]=[CH:13][C:14]3[O:20][CH2:19][CH2:18][N:17]([C:21]([O:23][C:24]([CH3:27])([CH3:26])[CH3:25])=[O:22])[CH2:16][C:15]=3[CH:28]=2)=[CH:7][CH:6]=1)=[O:4].[OH-].[Li+]. Given the product [CH3:27][C:24]([O:23][C:21]([N:17]1[CH2:16][C:15]2[CH:28]=[C:11]([C:8]3[CH:7]=[CH:6][C:5]([C:3]([OH:4])=[O:2])=[CH:10][CH:9]=3)[CH:12]=[CH:13][C:14]=2[O:20][CH2:19][CH2:18]1)=[O:22])([CH3:25])[CH3:26], predict the reactants needed to synthesize it. (2) Given the product [CH3:15][O:14][C:10]1[CH:9]=[C:8]([CH:13]=[CH:12][CH:11]=1)[NH2:7], predict the reactants needed to synthesize it. The reactants are: C(OC(=O)[NH:7][C:8]1[CH:13]=[CH:12][CH:11]=[C:10]([O:14][C:15]2C(C(=O)NC3C=CC=CC=3)=CN=C(S(C)(=O)=O)N=2)[CH:9]=1)(C)(C)C.